Dataset: Reaction yield outcomes from USPTO patents with 853,638 reactions. Task: Predict the reaction yield, written as a fraction of the theoretical maximum amount of product (1.0 means a 100% yield; for example, 0.34 means a 34% yield). The reactants are [Si:1]([O:18][CH2:19][CH2:20][CH:21]1[CH2:23][CH:22]1[C@@H:24]([NH:29]C(=O)OCC1C=CC=CC=1)[CH2:25][CH:26]([CH3:28])[CH3:27])([C:14]([CH3:17])([CH3:16])[CH3:15])([C:8]1[CH:13]=[CH:12][CH:11]=[CH:10][CH:9]=1)[C:2]1[CH:7]=[CH:6][CH:5]=[CH:4][CH:3]=1. The catalyst is CO.CCOC(C)=O. The product is [Si:1]([O:18][CH2:19][CH2:20][CH:21]1[CH2:23][CH:22]1[C@@H:24]([NH2:29])[CH2:25][CH:26]([CH3:27])[CH3:28])([C:14]([CH3:17])([CH3:16])[CH3:15])([C:8]1[CH:9]=[CH:10][CH:11]=[CH:12][CH:13]=1)[C:2]1[CH:3]=[CH:4][CH:5]=[CH:6][CH:7]=1. The yield is 0.920.